Dataset: Reaction yield outcomes from USPTO patents with 853,638 reactions. Task: Predict the reaction yield, written as a fraction of the theoretical maximum amount of product (1.0 means a 100% yield; for example, 0.34 means a 34% yield). (1) The reactants are C1(P(C2C=CC=CC=2)C2C=CC=CC=2)C=CC=CC=1.BrN1C(=O)CCC1=O.[C:28]([C:30]1[CH:31]=[C:32]([CH:40]([CH2:44][CH:45]2[CH2:49][CH2:48][CH2:47][CH2:46]2)[C:41](O)=[O:42])[CH:33]=[CH:34][C:35]=1[S:36]([CH3:39])(=[O:38])=[O:37])#[N:29].[NH2:50][C:51]1[CH:56]=[CH:55][CH:54]=[CH:53][N:52]=1. The product is [C:28]([C:30]1[CH:31]=[C:32]([CH:40]([CH2:44][CH:45]2[CH2:46][CH2:47][CH2:48][CH2:49]2)[C:41]([NH:50][C:51]2[CH:56]=[CH:55][CH:54]=[CH:53][N:52]=2)=[O:42])[CH:33]=[CH:34][C:35]=1[S:36]([CH3:39])(=[O:38])=[O:37])#[N:29]. The catalyst is C(Cl)Cl. The yield is 0.760. (2) The reactants are [CH2:1]([CH:3]([CH2:6][CH2:7][CH2:8][CH3:9])[CH2:4][OH:5])[CH3:2].[Na].[C:11]([O:15][CH2:16][CH:17]([CH2:22][CH3:23])[CH2:18][CH2:19][CH2:20][CH3:21])(=[O:14])[CH:12]=[CH2:13].S(=O)(=O)(O)O. No catalyst specified. The product is [CH2:1]([CH:3]([CH2:6][CH2:7][CH2:8][CH3:9])[CH2:4][O:5][CH2:13][CH2:12][C:11]([O:15][CH2:16][CH:17]([CH2:22][CH3:23])[CH2:18][CH2:19][CH2:20][CH3:21])=[O:14])[CH3:2]. The yield is 0.960. (3) No catalyst specified. The yield is 0.710. The reactants are [CH3:1][O:2][C:3]1[CH:11]=[C:7]([C:8]([OH:10])=[O:9])[C:6]([NH2:12])=[CH:5][CH:4]=1.[C:13](OC(=O)C)(=O)[CH3:14]. The product is [CH3:13][C:14]1[O:9][C:8](=[O:10])[C:7]2[CH:11]=[C:3]([O:2][CH3:1])[CH:4]=[CH:5][C:6]=2[N:12]=1. (4) The reactants are Br[C:2]1[CH:3]=[CH:4][C:5]2[CH:6]([CH:16]3[CH2:21][CH2:20][N:19]([C:22](=[O:27])[C:23]([F:26])([F:25])[F:24])[CH2:18][CH2:17]3)[C:7]3[C:12]([O:13][C:14]=2[CH:15]=1)=[CH:11][CH:10]=[CH:9][CH:8]=3.[CH3:28][N:29]1CCCC1. The catalyst is O.[C-]#N.[Zn+2].[C-]#N.C1C=CC([P]([Pd]([P](C2C=CC=CC=2)(C2C=CC=CC=2)C2C=CC=CC=2)([P](C2C=CC=CC=2)(C2C=CC=CC=2)C2C=CC=CC=2)[P](C2C=CC=CC=2)(C2C=CC=CC=2)C2C=CC=CC=2)(C2C=CC=CC=2)C2C=CC=CC=2)=CC=1. The product is [F:24][C:23]([F:25])([F:26])[C:22]([N:19]1[CH2:20][CH2:21][CH:16]([CH:6]2[C:5]3[CH:4]=[CH:3][C:2]([C:28]#[N:29])=[CH:15][C:14]=3[O:13][C:12]3[C:7]2=[CH:8][CH:9]=[CH:10][CH:11]=3)[CH2:17][CH2:18]1)=[O:27]. The yield is 0.875. (5) The catalyst is CCO. The product is [Cl:1][C:2]1[CH:3]=[C:4]2[C:8](=[CH:9][CH:10]=1)[N:7]([CH2:11][CH:12]([CH3:14])[CH3:13])[CH:6]=[C:5]2[C:15]([OH:17])=[O:16]. The yield is 0.950. The reactants are [Cl:1][C:2]1[CH:3]=[C:4]2[C:8](=[CH:9][CH:10]=1)[N:7]([CH2:11][CH:12]([CH3:14])[CH3:13])[CH:6]=[C:5]2[C:15]([O:17]CC(C)C)=[O:16].[OH-].[Na+]. (6) The catalyst is C1C=CC=CC=1. The yield is 0.420. The reactants are [CH2:1]([O:8][C:9]1[C:10]([C:31]([NH:33][CH2:34][C:35]([O:37][CH2:38][CH3:39])=[O:36])=[O:32])=[N:11][C:12]([CH2:16][CH:17]2[CH2:22][CH2:21][N:20]([C:23]3[CH:28]=[CH:27][C:26]([CH:29]=[O:30])=[CH:25][CH:24]=3)[CH2:19][CH2:18]2)=[N:13][C:14]=1[CH3:15])[C:2]1[CH:7]=[CH:6][CH:5]=[CH:4][CH:3]=1.[CH2:40](O)[CH2:41][CH2:42][OH:43].O.C1(C)C=CC(S(O)(=O)=O)=CC=1. The product is [CH2:1]([O:8][C:9]1[C:10]([C:31]([NH:33][CH2:34][C:35]([O:37][CH2:38][CH3:39])=[O:36])=[O:32])=[N:11][C:12]([CH2:16][CH:17]2[CH2:18][CH2:19][N:20]([C:23]3[CH:24]=[CH:25][C:26]([CH:29]4[O:43][CH2:42][CH2:41][CH2:40][O:30]4)=[CH:27][CH:28]=3)[CH2:21][CH2:22]2)=[N:13][C:14]=1[CH3:15])[C:2]1[CH:7]=[CH:6][CH:5]=[CH:4][CH:3]=1. (7) The reactants are [Li+].[Cl-].[Li+].CC([N-]C(C)C)C.[F:11][C:12]1[CH:17]=[CH:16][CH:15]=[C:14]([I:18])[C:13]=1[CH2:19][C:20]([N:22]([C@H:24]([CH3:33])[C@H:25]([OH:32])[C:26]1[CH:31]=[CH:30][CH:29]=[CH:28][CH:27]=1)[CH3:23])=[O:21].C1C=CC(S(N(S(C2C=CC=CC=2)(=O)=O)[F:44])(=O)=O)=CC=1. The catalyst is C1COCC1. The product is [F:44][C@H:19]([C:13]1[C:14]([I:18])=[CH:15][CH:16]=[CH:17][C:12]=1[F:11])[C:20]([N:22]([C@H:24]([CH3:33])[C@H:25]([OH:32])[C:26]1[CH:31]=[CH:30][CH:29]=[CH:28][CH:27]=1)[CH3:23])=[O:21]. The yield is 0.408.